The task is: Predict the reactants needed to synthesize the given product.. This data is from Full USPTO retrosynthesis dataset with 1.9M reactions from patents (1976-2016). (1) Given the product [CH3:1][O:2][C:3]1[CH:4]=[C:5]([NH:15][C:16]2[N:21]=[C:20]([CH2:22][OH:23])[CH:19]=[C:18]([CH2:27][O:28][CH2:29][C:30]([F:32])([F:33])[F:31])[N:17]=2)[CH:6]=[CH:7][C:8]=1[N:9]1[CH:13]=[C:12]([CH3:14])[N:11]=[CH:10]1, predict the reactants needed to synthesize it. The reactants are: [CH3:1][O:2][C:3]1[CH:4]=[C:5]([NH:15][C:16]2[N:21]=[C:20]([C:22](OCC)=[O:23])[CH:19]=[C:18]([CH2:27][O:28][CH2:29][C:30]([F:33])([F:32])[F:31])[N:17]=2)[CH:6]=[CH:7][C:8]=1[N:9]1[CH:13]=[C:12]([CH3:14])[N:11]=[CH:10]1.C(O)(=O)CC(CC(O)=O)(C(O)=O)O.[BH4-].[Na+].CC(C)=O. (2) Given the product [CH3:22][C:16]1[CH:17]=[CH:18][CH:19]=[C:20]([CH3:21])[C:15]=1[N:7]([C:8]1[CH:9]=[CH:10][CH:11]=[CH:12][CH:13]=1)[C:1]1[CH:6]=[CH:5][CH:4]=[CH:3][CH:2]=1, predict the reactants needed to synthesize it. The reactants are: [C:1]1([NH:7][C:8]2[CH:13]=[CH:12][CH:11]=[CH:10][CH:9]=2)[CH:6]=[CH:5][CH:4]=[CH:3][CH:2]=1.Cl[C:15]1[C:20]([CH3:21])=[CH:19][CH:18]=[CH:17][C:16]=1[CH3:22].CC(C)([O-])C.[Na+]. (3) Given the product [CH3:23][CH:24]([N:26]1[CH2:31][CH2:30][N:29]([C:44]([C@H:41]2[CH2:42][CH2:43][N:39]([C:37]([O:36][C:32]([CH3:35])([CH3:34])[CH3:33])=[O:38])[CH2:40]2)=[O:45])[CH2:28][CH2:27]1)[CH3:25], predict the reactants needed to synthesize it. The reactants are: CCN=C=NCCCN(C)C.Cl.C1C=CC2N(O)N=NC=2C=1.[CH3:23][CH:24]([N:26]1[CH2:31][CH2:30][NH:29][CH2:28][CH2:27]1)[CH3:25].[C:32]([O:36][C:37]([N:39]1[CH2:43][CH2:42][C@H:41]([C:44](O)=[O:45])[CH2:40]1)=[O:38])([CH3:35])([CH3:34])[CH3:33]. (4) The reactants are: [CH:1]1([CH2:5][N:6]2[CH2:15][CH2:14][C@@:13]34[C:16]5[C:22]6[CH2:23][C@@H:7]2[C@@H:8]3[CH2:9][CH2:10][C:11](=[O:26])[C@@H:12]4[O:18][C:17]=5[C:19]([C:24]#[N:25])=[CH:20][CH:21]=6)[CH2:4][CH2:3][CH2:2]1.[OH-:27].[K+]. Given the product [CH:1]1([CH2:5][N:6]2[CH2:15][CH2:14][C@@:13]34[C:16]5[C:22]6[CH2:23][C@@H:7]2[C@@H:8]3[CH2:9][CH2:10][C:11](=[O:26])[C@@H:12]4[O:18][C:17]=5[C:19]([C:24]([NH2:25])=[O:27])=[CH:20][CH:21]=6)[CH2:2][CH2:3][CH2:4]1, predict the reactants needed to synthesize it.